Dataset: Reaction yield outcomes from USPTO patents with 853,638 reactions. Task: Predict the reaction yield, written as a fraction of the theoretical maximum amount of product (1.0 means a 100% yield; for example, 0.34 means a 34% yield). (1) The reactants are [OH:1][CH2:2][C:3]([CH2:7][OH:8])([CH2:5][OH:6])[CH3:4].FC1C(O[C:17](=[O:30])[O:18][C:19]2[C:24]([F:25])=[C:23]([F:26])[C:22]([F:27])=[C:21]([F:28])[C:20]=2[F:29])=C(F)C(F)=C(F)C=1F.[F-].[Cs+].[O:37]1CCC[CH2:38]1. No catalyst specified. The product is [C:17](=[O:30])([O:18][C:19]1[C:20]([F:29])=[C:21]([F:28])[C:22]([F:27])=[C:23]([F:26])[C:24]=1[F:25])[O:1][CH2:2][C:3]1([CH3:4])[CH2:7][O:8][C:38](=[O:37])[O:6][CH2:5]1. The yield is 0.670. (2) The reactants are [CH2:1]([C:5]1[N:10]2[N:11]=[CH:12][CH:13]=[C:9]2[N:8]([CH:14]2[CH2:23][CH2:22][C:17]3(OCC[O:18]3)[CH2:16][CH2:15]2)[C:7](=[O:24])[C:6]=1[CH2:25][C:26]1[CH:31]=[CH:30][C:29]([C:32]2[C:33]([C:38]#[N:39])=[CH:34][CH:35]=[CH:36][CH:37]=2)=[C:28]([F:40])[CH:27]=1)[CH2:2][CH2:3][CH3:4].Cl.[OH-].[Na+]. The catalyst is O1CCCC1.C(OCC)(=O)C. The product is [CH2:1]([C:5]1[N:10]2[N:11]=[CH:12][CH:13]=[C:9]2[N:8]([C@H:14]2[CH2:15][CH2:16][C@H:17]([OH:18])[CH2:22][CH2:23]2)[C:7](=[O:24])[C:6]=1[CH2:25][C:26]1[CH:31]=[CH:30][C:29]([C:32]2[C:33]([C:38]#[N:39])=[CH:34][CH:35]=[CH:36][CH:37]=2)=[C:28]([F:40])[CH:27]=1)[CH2:2][CH2:3][CH3:4]. The yield is 0.980. (3) The reactants are O[N:2]=[CH:3][C:4]1[CH:15]=[CH:14][C:7]([O:8][CH2:9][C:10]([O:12][CH3:13])=[O:11])=[CH:6][CH:5]=1.C(O)(=O)C.N#N. The catalyst is CO.[Pd]. The product is [C:10]([OH:12])(=[O:11])[CH3:9].[NH2:2][CH2:3][C:4]1[CH:15]=[CH:14][C:7]([O:8][CH2:9][C:10]([O:12][CH3:13])=[O:11])=[CH:6][CH:5]=1. The yield is 0.810. (4) The yield is 0.958. The reactants are [F:1][C:2]1[C:11]([CH2:12][CH2:13][C:14]2[CH:15]=[N:16][C:17]([NH:20][C:21]3[CH:26]=[CH:25][N:24]=[C:23]([CH3:27])[CH:22]=3)=[N:18][CH:19]=2)=[CH:10][C:5]([C:6]([O:8]C)=[O:7])=[CH:4][C:3]=1[O:28][CH3:29].[OH-].[Na+]. The catalyst is CO. The product is [F:1][C:2]1[C:11]([CH2:12][CH2:13][C:14]2[CH:19]=[N:18][C:17]([NH:20][C:21]3[CH:26]=[CH:25][N:24]=[C:23]([CH3:27])[CH:22]=3)=[N:16][CH:15]=2)=[CH:10][C:5]([C:6]([OH:8])=[O:7])=[CH:4][C:3]=1[O:28][CH3:29]. (5) The reactants are [Br:1][C:2]1[CH:3]=[N:4][C:5](=[O:8])[NH:6][CH:7]=1.Br[CH2:10][CH2:11][O:12][Si:13]([C:16]([CH3:19])([CH3:18])[CH3:17])([CH3:15])[CH3:14].C(=O)([O-])[O-].[Cs+].[Cs+].C([O-])(O)=O.[Na+]. The catalyst is CN(C)C=O. The product is [Br:1][C:2]1[CH:3]=[N:4][C:5](=[O:8])[N:6]([CH2:10][CH2:11][O:12][Si:13]([C:16]([CH3:19])([CH3:18])[CH3:17])([CH3:15])[CH3:14])[CH:7]=1. The yield is 0.590. (6) The reactants are C[O:2][C:3](=[O:33])[C:4]1[CH:9]=[CH:8][CH:7]=[C:6]([CH2:10][N:11]2[C:16](=[O:17])[CH:15]=[CH:14][C:13]([C:18]3[CH:19]=[N:20][CH:21]=[C:22]([CH2:24][NH:25][C:26]([O:28][C:29]([CH3:32])([CH3:31])[CH3:30])=[O:27])[CH:23]=3)=[N:12]2)[CH:5]=1.O.[OH-].[Li+:36]. The catalyst is C1COCC1.O. The product is [Li+:36].[C:29]([O:28][C:26]([NH:25][CH2:24][C:22]1[CH:23]=[C:18]([C:13]2[CH:14]=[CH:15][C:16](=[O:17])[N:11]([CH2:10][C:6]3[CH:5]=[C:4]([CH:9]=[CH:8][CH:7]=3)[C:3]([O-:33])=[O:2])[N:12]=2)[CH:19]=[N:20][CH:21]=1)=[O:27])([CH3:32])([CH3:30])[CH3:31]. The yield is 1.00.